This data is from Forward reaction prediction with 1.9M reactions from USPTO patents (1976-2016). The task is: Predict the product of the given reaction. (1) The product is: [C:24]1([N:30]2[CH2:35][CH2:34][N:33]([C:19]([C:18]3[CH:22]=[CH:23][C:15]([CH2:14][N:4]([CH2:1][CH2:2][CH3:3])[CH:5]4[CH2:13][CH2:12][C:8]5[N:9]=[CH:10][S:11][C:7]=5[CH2:6]4)=[CH:16][CH:17]=3)=[O:20])[CH2:32][CH2:31]2)[CH:29]=[CH:28][CH:27]=[CH:26][CH:25]=1. Given the reactants [CH2:1]([N:4]([CH2:14][C:15]1[CH:23]=[CH:22][C:18]([C:19](Cl)=[O:20])=[CH:17][CH:16]=1)[CH:5]1[CH2:13][CH2:12][C:8]2[N:9]=[CH:10][S:11][C:7]=2[CH2:6]1)[CH2:2][CH3:3].[C:24]1([N:30]2[CH2:35][CH2:34][NH:33][CH2:32][CH2:31]2)[CH:29]=[CH:28][CH:27]=[CH:26][CH:25]=1.OCCCCNC(=O)C1C=CC=CC=1, predict the reaction product. (2) Given the reactants [C:1]([O:5][C:6]([N:8]1[CH2:13][CH2:12][N:11]([C:14]([CH3:17])([CH3:16])[CH3:15])[CH2:10][CH:9]1[C:18](O)=[O:19])=[O:7])([CH3:4])([CH3:3])[CH3:2].[CH2:21]([N:28]1[CH2:33][CH2:32][NH:31][CH2:30][CH2:29]1)[C:22]1[CH:27]=[CH:26][CH:25]=[CH:24][CH:23]=1.CCN(C(C)C)C(C)C.CN(C(ON1N=NC2C=CC=NC1=2)=[N+](C)C)C.F[P-](F)(F)(F)(F)F, predict the reaction product. The product is: [C:1]([O:5][C:6]([N:8]1[CH2:13][CH2:12][N:11]([C:14]([CH3:16])([CH3:17])[CH3:15])[CH2:10][CH:9]1[C:18]([N:31]1[CH2:32][CH2:33][N:28]([CH2:21][C:22]2[CH:23]=[CH:24][CH:25]=[CH:26][CH:27]=2)[CH2:29][CH2:30]1)=[O:19])=[O:7])([CH3:3])([CH3:2])[CH3:4].